From a dataset of Catalyst prediction with 721,799 reactions and 888 catalyst types from USPTO. Predict which catalyst facilitates the given reaction. (1) Reactant: [CH3:1][O:2][C:3]1[CH:8]=[CH:7][CH:6]=[CH:5][C:4]=1B(O)O.[Br:12][C:13]1[CH:18]=[CH:17][C:16](I)=[CH:15][N:14]=1.[O-]P([O-])([O-])=O.[K+].[K+].[K+]. Product: [Br:12][C:13]1[CH:18]=[CH:17][C:16]([C:4]2[CH:5]=[CH:6][CH:7]=[CH:8][C:3]=2[O:2][CH3:1])=[CH:15][N:14]=1. The catalyst class is: 70. (2) Reactant: [CH2:1]([O:3][C:4]([C:6]1[C:15]2[C:10](=[CH:11][C:12]([O:18][CH3:19])=[C:13]([O:16][CH3:17])[CH:14]=2)[C:9]([CH2:20][C:21]2[CH:26]=[CH:25][CH:24]=[CH:23][CH:22]=2)=[N:8][CH:7]=1)=[O:5])[CH3:2].[Se](=O)=[O:28]. Product: [CH2:1]([O:3][C:4]([C:6]1[C:15]2[C:10](=[CH:11][C:12]([O:18][CH3:19])=[C:13]([O:16][CH3:17])[CH:14]=2)[C:9]([C:20](=[O:28])[C:21]2[CH:22]=[CH:23][CH:24]=[CH:25][CH:26]=2)=[N:8][CH:7]=1)=[O:5])[CH3:2]. The catalyst class is: 15. (3) Reactant: [C:1]([C:3]1[C:4]([C:21]2[CH:26]=[CH:25][C:24]([O:27][C:28]3[CH:33]=[CH:32][CH:31]=[CH:30][CH:29]=3)=[CH:23][CH:22]=2)=[N:5][N:6]2[C:11]([CH2:12][N:13](C)[C:14](=O)C(F)(F)F)=[CH:10][CH:9]=[N:8][C:7]=12)#[N:2].[BH4-].[Na+]. Product: [CH3:14][NH:13][CH2:12][CH:11]1[N:6]2[N:5]=[C:4]([C:21]3[CH:26]=[CH:25][C:24]([O:27][C:28]4[CH:33]=[CH:32][CH:31]=[CH:30][CH:29]=4)=[CH:23][CH:22]=3)[C:3]([C:1]#[N:2])=[C:7]2[NH:8][CH2:9][CH2:10]1. The catalyst class is: 14. (4) Reactant: [CH3:1][O:2][C:3]1[CH:27]=[CH:26][C:6]([CH2:7][N:8]2[C:23](=[O:24])[C:11]3([CH2:19][C:18]4[C:13](=[CH:14][CH:15]=[C:16]([N+:20]([O-:22])=[O:21])[CH:17]=4)[CH2:12]3)[NH:10][C:9]2=[O:25])=[CH:5][CH:4]=1.[H-].[Na+].[CH2:30](Br)[C:31]1[CH:36]=[CH:35][CH:34]=[CH:33][CH:32]=1. Product: [CH2:30]([N:10]1[C:11]2([CH2:19][C:18]3[C:13](=[CH:14][CH:15]=[C:16]([N+:20]([O-:22])=[O:21])[CH:17]=3)[CH2:12]2)[C:23](=[O:24])[N:8]([CH2:7][C:6]2[CH:5]=[CH:4][C:3]([O:2][CH3:1])=[CH:27][CH:26]=2)[C:9]1=[O:25])[C:31]1[CH:36]=[CH:35][CH:34]=[CH:33][CH:32]=1. The catalyst class is: 3. (5) Reactant: [Br:1][C:2]1[S:6][CH:5]=[C:4]([C:7]([N:9]2[CH2:14][CH2:13][CH2:12][CH2:11][CH2:10]2)=O)[CH:3]=1.[BH4-].C([N+](CCCC)(CCCC)CCCC)CCC. Product: [Br:1][C:2]1[S:6][CH:5]=[C:4]([CH2:7][N:9]2[CH2:10][CH2:11][CH2:12][CH2:13][CH2:14]2)[CH:3]=1. The catalyst class is: 2. (6) Reactant: C([O:5][C:6](=[O:36])[CH:7]=[CH:8][C:9]1[CH:14]=[CH:13][C:12]([O:15][C:16]([F:19])([F:18])[F:17])=[C:11]([C:20]2[C:21]([CH3:35])=[CH:22][C:23]3[O:28][C:27]([CH3:30])([CH3:29])[C:26](=[O:31])[N:25]([CH2:32][CH3:33])[C:24]=3[CH:34]=2)[CH:10]=1)(C)(C)C. Product: [CH2:32]([N:25]1[C:24]2[CH:34]=[C:20]([C:11]3[CH:10]=[C:9]([CH:8]=[CH:7][C:6]([OH:36])=[O:5])[CH:14]=[CH:13][C:12]=3[O:15][C:16]([F:19])([F:17])[F:18])[C:21]([CH3:35])=[CH:22][C:23]=2[O:28][C:27]([CH3:30])([CH3:29])[C:26]1=[O:31])[CH3:33]. The catalyst class is: 281.